Dataset: Forward reaction prediction with 1.9M reactions from USPTO patents (1976-2016). Task: Predict the product of the given reaction. (1) Given the reactants [C:1]([C:5]1[CH:13]=[C:12]([Cl:14])[C:11]([CH3:15])=[C:7]([C:8]([OH:10])=O)[C:6]=1[OH:16])([CH3:4])([CH3:3])[CH3:2].[N+:17]([C:20]1[CH:26]=[CH:25][C:23]([NH2:24])=[CH:22][C:21]=1[C:27]([F:30])([F:29])[F:28])([O-:19])=[O:18], predict the reaction product. The product is: [C:1]([C:5]1[C:6]([OH:16])=[C:7]([C:11]([CH3:15])=[C:12]([Cl:14])[CH:13]=1)[C:8]([NH:24][C:23]1[CH:25]=[CH:26][C:20]([N+:17]([O-:19])=[O:18])=[C:21]([C:27]([F:28])([F:29])[F:30])[CH:22]=1)=[O:10])([CH3:2])([CH3:3])[CH3:4]. (2) Given the reactants Cl[C:2]1[CH:7]=[C:6]([C:8]([F:11])([F:10])[F:9])[N:5]=[C:4]([C:12]2[CH:13]=[N:14][CH:15]=[CH:16][CH:17]=2)[N:3]=1.[NH2:18][C:19]1[C:24]2[O:25][C:26]3[CH:31]=[CH:30][CH:29]=[CH:28][C:27]=3[C:23]=2[CH:22]=[CH:21][C:20]=1[O:32][CH3:33], predict the reaction product. The product is: [CH3:33][O:32][C:20]1[CH:21]=[CH:22][C:23]2[C:27]3[CH:28]=[CH:29][CH:30]=[CH:31][C:26]=3[O:25][C:24]=2[C:19]=1[NH:18][C:2]1[CH:7]=[C:6]([C:8]([F:11])([F:10])[F:9])[N:5]=[C:4]([C:12]2[CH:13]=[N:14][CH:15]=[CH:16][CH:17]=2)[N:3]=1. (3) Given the reactants [CH2:1]([O:8][NH:9][C:10]1[N:20]=[CH:19][CH:18]=[CH:17][C:11]=1[C:12]([O:14][CH2:15][CH3:16])=[O:13])[C:2]1[CH:7]=[CH:6][CH:5]=[CH:4][CH:3]=1.C(N(CC)CC)C.Cl[CH:29]([C:35]([O-])=[O:36])[C:30]([O:32][CH2:33][CH3:34])=[O:31], predict the reaction product. The product is: [CH2:1]([O:8][N:9]([C:35](=[O:36])[CH2:29][C:30]([O:32][CH2:33][CH3:34])=[O:31])[C:10]1[N:20]=[CH:19][CH:18]=[CH:17][C:11]=1[C:12]([O:14][CH2:15][CH3:16])=[O:13])[C:2]1[CH:3]=[CH:4][CH:5]=[CH:6][CH:7]=1. (4) The product is: [CH2:1]=[CH:2][CH2:3][CH2:4][CH2:5][CH2:6][CH2:7][CH2:8][CH2:9][CH3:10].[CH3:1][CH2:2][CH:3]=[CH:4][CH2:5][CH2:6][CH2:7][CH2:8][CH2:9][CH2:10][CH2:11][CH3:12].[CH3:21][O:20][C:1](=[O:19])[CH2:2][CH2:3][CH2:4][CH2:5][CH2:6][CH2:7][CH2:8][CH:9]=[CH2:10].[CH3:21][O:20][C:1](=[O:19])[CH2:2][CH2:3][CH2:4][CH2:5][CH2:6][CH2:7][CH2:8][CH:9]=[CH:10][CH2:11][CH3:12]. Given the reactants [C:1]([O:20][CH3:21])(=[O:19])[CH2:2][CH2:3][CH2:4][CH2:5][CH2:6][CH2:7][CH2:8]/[CH:9]=[CH:10]\[CH2:11][CH2:12]CCCCCC.C=CCC.C(O)(C)C, predict the reaction product. (5) Given the reactants [O:1]=[C:2]1[N:7]([CH2:8][C:9]2[N:10]=[N:11][NH:12][N:13]=2)[C:6]2[CH:14]=[C:15]([C:17]3[CH:22]=[CH:21][CH:20]=[CH:19][CH:18]=3)[S:16][C:5]=2[C:4](=[O:23])[N:3]1[CH:24]1[CH2:29][CH2:28][N:27]([C:30]([O:32][C:33]([CH3:36])([CH3:35])[CH3:34])=[O:31])[CH2:26][CH2:25]1.[H-].[Li+].Br[CH2:40][CH3:41], predict the reaction product. The product is: [CH2:40]([N:13]1[C:9]([CH2:8][N:7]2[C:6]3[CH:14]=[C:15]([C:17]4[CH:18]=[CH:19][CH:20]=[CH:21][CH:22]=4)[S:16][C:5]=3[C:4](=[O:23])[N:3]([CH:24]3[CH2:25][CH2:26][N:27]([C:30]([O:32][C:33]([CH3:36])([CH3:35])[CH3:34])=[O:31])[CH2:28][CH2:29]3)[C:2]2=[O:1])=[N:10][N:11]=[N:12]1)[CH3:41].[CH2:40]([N:11]1[N:12]=[N:13][C:9]([CH2:8][N:7]2[C:6]3[CH:14]=[C:15]([C:17]4[CH:18]=[CH:19][CH:20]=[CH:21][CH:22]=4)[S:16][C:5]=3[C:4](=[O:23])[N:3]([CH:24]3[CH2:25][CH2:26][N:27]([C:30]([O:32][C:33]([CH3:36])([CH3:35])[CH3:34])=[O:31])[CH2:28][CH2:29]3)[C:2]2=[O:1])=[N:10]1)[CH3:41]. (6) Given the reactants [Cl:1][C:2]1[CH:3]=[C:4]([NH:9][C:10]([N:12]2[CH2:17][CH2:16][N:15]([CH2:18][CH2:19][C:20](O)=[O:21])[C:14](=[O:23])[C@@H:13]2[CH3:24])=[O:11])[CH:5]=[CH:6][C:7]=1[Cl:8].[NH:25]1[CH2:30][CH2:29][CH2:28][CH2:27][CH2:26]1, predict the reaction product. The product is: [Cl:1][C:2]1[CH:3]=[C:4]([NH:9][C:10]([N:12]2[CH2:17][CH2:16][N:15]([CH2:18][CH2:19][C:20](=[O:21])[N:25]3[CH2:30][CH2:29][CH2:28][CH2:27][CH2:26]3)[C:14](=[O:23])[C@@H:13]2[CH3:24])=[O:11])[CH:5]=[CH:6][C:7]=1[Cl:8]. (7) The product is: [C:16]([O:20][C:21](=[O:22])[NH:23][C:24]1[CH:29]=[CH:28][C:27]([C:12]2[S:11][C:10]([C:6]3([OH:9])[CH2:7][CH2:8][N:3]([CH2:1][CH3:2])[CH2:4][CH2:5]3)=[N:14][CH:13]=2)=[CH:26][C:25]=1[F:33])([CH3:19])([CH3:17])[CH3:18]. Given the reactants [CH2:1]([N:3]1[CH2:8][CH2:7][C:6]([C:10]2[S:11][C:12](I)=[CH:13][N:14]=2)([OH:9])[CH2:5][CH2:4]1)[CH3:2].[C:16]([O:20][C:21]([NH:23][C:24]1[CH:29]=[CH:28][C:27](B(O)O)=[CH:26][C:25]=1[F:33])=[O:22])([CH3:19])([CH3:18])[CH3:17].[F-].[Cs+].C(COC)OC, predict the reaction product.